Dataset: Reaction yield outcomes from USPTO patents with 853,638 reactions. Task: Predict the reaction yield, written as a fraction of the theoretical maximum amount of product (1.0 means a 100% yield; for example, 0.34 means a 34% yield). (1) The reactants are [BH4-].[Na+].[C:3]([C:7]1[C:12]([N+:13]([O-])=O)=[CH:11][CH:10]=[C:9]([C:16]([CH3:19])([CH3:18])[CH3:17])[C:8]=1[OH:20])([CH3:6])([CH3:5])[CH3:4].O. The catalyst is CO.Cl[Ni]Cl. The product is [NH2:13][C:12]1[C:7]([C:3]([CH3:6])([CH3:5])[CH3:4])=[C:8]([OH:20])[C:9]([C:16]([CH3:17])([CH3:18])[CH3:19])=[CH:10][CH:11]=1. The yield is 0.780. (2) The reactants are CC(C)([O-])C.[Na+].Br[C:8]1[CH:13]=[CH:12][C:11]([O:14][CH3:15])=[CH:10][C:9]=1[N:16]([CH3:22])[C:17](=[O:21])[CH:18]([CH3:20])[CH3:19]. The catalyst is C(OCC)(=O)C.C([O-])(=O)C.[Pd+2].C([O-])(=O)C.C1(P(C2CCCCC2)C2CCCCC2)CCCCC1. The product is [CH3:15][O:14][C:11]1[CH:10]=[C:9]2[C:8]([C:18]([CH3:20])([CH3:19])[C:17](=[O:21])[N:16]2[CH3:22])=[CH:13][CH:12]=1. The yield is 0.750. (3) The reactants are [F:1][CH:2]1[CH2:7][CH2:6][N:5]([CH2:8][CH2:9][O:10][C:11]2[CH:16]=[CH:15][C:14]([NH2:17])=[CH:13][C:12]=2[C:18]2[N:19]([CH3:23])[N:20]=[CH:21][CH:22]=2)[CH2:4][CH2:3]1.[F:24][C:25]1C=CC(C(Cl)=O)=[CH:27][C:26]=1[Cl:34].C(N(CC)CC)C.[CH2:42]1[CH2:46][O:45][CH2:44][CH2:43]1. No catalyst specified. The product is [Cl:34][C:26]1[C:25]([F:24])=[C:42]([CH:43]=[CH:44][CH:27]=1)[C:46]([NH:17][C:14]1[CH:15]=[CH:16][C:11]([O:10][CH2:9][CH2:8][N:5]2[CH2:6][CH2:7][CH:2]([F:1])[CH2:3][CH2:4]2)=[C:12]([C:18]2[N:19]([CH3:23])[N:20]=[CH:21][CH:22]=2)[CH:13]=1)=[O:45]. The yield is 0.500. (4) The reactants are [Br:1][C:2]1[C:7]([CH3:8])=[CH:6][C:5]([OH:9])=[CH:4][C:3]=1[CH3:10].[S:11]1[CH2:16][CH2:15][CH:14](O)[CH2:13][CH2:12]1.C1(P(C2C=CC=CC=2)C2C=CC=CC=2)C=CC=CC=1.N(C(OCC)=O)=NC(OCC)=O. The catalyst is O1CCCC1. The product is [Br:1][C:2]1[C:7]([CH3:8])=[CH:6][C:5]([O:9][CH:14]2[CH2:15][CH2:16][S:11][CH2:12][CH2:13]2)=[CH:4][C:3]=1[CH3:10]. The yield is 0.860. (5) The reactants are [C:1]1([CH2:7][O:8][C:9]([NH:11][CH2:12][C:13]([NH:15][C:16]2[CH:21]=[CH:20][CH:19]=[CH:18][C:17]=2[NH:22][CH:23]2[CH2:28][CH2:27][N:26]([C:29]([O:31][C:32]([CH3:35])([CH3:34])[CH3:33])=[O:30])[CH2:25][CH2:24]2)=O)=[O:10])[CH:6]=[CH:5][CH:4]=[CH:3][CH:2]=1. The catalyst is C(O)(=O)C. The product is [C:1]1([CH2:7][O:8][C:9]([NH:11][CH2:12][C:13]2[N:22]([CH:23]3[CH2:28][CH2:27][N:26]([C:29]([O:31][C:32]([CH3:34])([CH3:35])[CH3:33])=[O:30])[CH2:25][CH2:24]3)[C:17]3[CH:18]=[CH:19][CH:20]=[CH:21][C:16]=3[N:15]=2)=[O:10])[CH:2]=[CH:3][CH:4]=[CH:5][CH:6]=1. The yield is 0.870.